Task: Predict the reaction yield, written as a fraction of the theoretical maximum amount of product (1.0 means a 100% yield; for example, 0.34 means a 34% yield).. Dataset: Reaction yield outcomes from USPTO patents with 853,638 reactions (1) The reactants are [Si:1]([O:18][CH2:19][C:20](=[CH2:23])[CH2:21][OH:22])([C:14]([CH3:17])([CH3:16])[CH3:15])([C:8]1[CH:13]=[CH:12][CH:11]=[CH:10][CH:9]=1)[C:2]1[CH:7]=[CH:6][CH:5]=[CH:4][CH:3]=1. The catalyst is ClCCl.[Ru]([O-])(=O)(=O)=O.C([N+](CCC)(CCC)CCC)CC. The product is [Si:1]([O:18][CH2:19][C:20](=[CH2:23])[CH:21]=[O:22])([C:14]([CH3:16])([CH3:17])[CH3:15])([C:8]1[CH:9]=[CH:10][CH:11]=[CH:12][CH:13]=1)[C:2]1[CH:3]=[CH:4][CH:5]=[CH:6][CH:7]=1. The yield is 0.830. (2) The reactants are [F:1][C:2]1[CH:11]=[CH:10][C:9]([O:12]C)=[C:8]2[C:3]=1[C:4](=[O:22])[C:5]([C:14]1[CH:19]=[CH:18][C:17]([O:20]C)=[CH:16][CH:15]=1)=[CH:6][NH:7]2.B(Br)(Br)Br. The catalyst is ClCCl. The product is [F:1][C:2]1[CH:11]=[CH:10][C:9]([OH:12])=[C:8]2[C:3]=1[C:4](=[O:22])[C:5]([C:14]1[CH:19]=[CH:18][C:17]([OH:20])=[CH:16][CH:15]=1)=[CH:6][NH:7]2. The yield is 0.400.